This data is from Reaction yield outcomes from USPTO patents with 853,638 reactions. The task is: Predict the reaction yield, written as a fraction of the theoretical maximum amount of product (1.0 means a 100% yield; for example, 0.34 means a 34% yield). (1) The reactants are [NH2:1][NH2:2].Cl[C:4]1[CH:9]=[C:8]([O:10][CH2:11][CH2:12][O:13][CH3:14])[CH:7]=[CH:6][N:5]=1. The product is [NH:1]([C:4]1[CH:9]=[C:8]([O:10][CH2:11][CH2:12][O:13][CH3:14])[CH:7]=[CH:6][N:5]=1)[NH2:2]. The yield is 0.330. The catalyst is N1C=CC=CC=1. (2) The reactants are F[C:2]1[CH:3]=[C:4]([C:9]2[CH:10]=[C:11]([C:20]([O:22][CH3:23])=[O:21])[C:12](=[O:19])[N:13]([CH2:15][CH:16]([CH3:18])[CH3:17])[N:14]=2)[CH:5]=[CH:6][C:7]=1C.COC(C1C(=O)NN=C(C2C=CC=CC=2)C=1)=O. No catalyst specified. The product is [CH2:15]([N:13]1[C:12](=[O:19])[C:11]([C:20]([O:22][CH3:23])=[O:21])=[CH:10][C:9]([C:4]2[CH:3]=[CH:2][CH:7]=[CH:6][CH:5]=2)=[N:14]1)[CH:16]([CH3:18])[CH3:17]. The yield is 0.941. (3) The reactants are [H-].[Na+].P(=O)([O-])O[C:5](CC)(CC)[C:6]#[N:7].[C:14]1(=O)[CH2:19][CH2:18][CH2:17][CH2:16][CH2:15]1. The catalyst is O1CCCC1. The product is [C:14]1(=[CH:5][C:6]#[N:7])[CH2:19][CH2:18][CH2:17][CH2:16][CH2:15]1. The yield is 0.670. (4) The reactants are COC(C1C=C(NS(C2C=CC(C)=CC=2)(=O)=O)C2C(=C(OCC3C=CC=CC=3)C=CC=2)N=1)=O.[CH3:34][O:35][C:36]([C:38]1[CH:47]=[C:46]([C:48]2[CH:53]=[CH:52][CH:51]=[CH:50][CH:49]=2)[C:45]2[C:40](=[C:41]([N+:54]([O-])=O)[CH:42]=[CH:43][CH:44]=2)[N:39]=1)=[O:37]. No catalyst specified. The product is [CH3:34][O:35][C:36]([C:38]1[CH:47]=[C:46]([C:48]2[CH:53]=[CH:52][CH:51]=[CH:50][CH:49]=2)[C:45]2[C:40](=[C:41]([NH2:54])[CH:42]=[CH:43][CH:44]=2)[N:39]=1)=[O:37]. The yield is 0.930. (5) The reactants are [F:1][C:2]1[CH:3]=[C:4]([CH:11]=[C:12](B2OC(C)(C)C(C)(C)O2)[CH:13]=1)[CH2:5][NH:6][S:7]([CH3:10])(=[O:9])=[O:8].Cl[C:24]1[C:29]([N+:30]([O-:32])=[O:31])=[C:28]([NH2:33])[CH:27]=[CH:26][N:25]=1.C([O-])([O-])=O.[Cs+].[Cs+]. The catalyst is O1CCOCC1.O.C1C=CC(P(C2C=CC=CC=2)[C-]2C=CC=C2)=CC=1.C1C=CC(P(C2C=CC=CC=2)[C-]2C=CC=C2)=CC=1.Cl[Pd]Cl.[Fe+2]. The product is [NH2:33][C:28]1[CH:27]=[CH:26][N:25]=[C:24]([C:12]2[CH:11]=[C:4]([CH:3]=[C:2]([F:1])[CH:13]=2)[CH2:5][NH:6][S:7]([CH3:10])(=[O:8])=[O:9])[C:29]=1[N+:30]([O-:32])=[O:31]. The yield is 0.580. (6) The reactants are [Cl:8][C:7]([Cl:10])([Cl:9])[C:6](O[C:6](=[O:11])[C:7]([Cl:10])([Cl:9])[Cl:8])=[O:11].[NH2:14][C:15]1[N:20]=[C:19]([NH:21][C:22]2[CH:27]=[CH:26][CH:25]=[CH:24][CH:23]=2)[N:18]=[C:17](/[C:28](=[N:30]/O)/[NH2:29])[N:16]=1.N1C=CC=CC=1. The catalyst is C1(C)C=CC=CC=1. The product is [C:22]1([NH:21][C:19]2[N:20]=[C:15]([NH2:14])[N:16]=[C:17]([C:28]3[N:29]=[C:6]([C:7]([Cl:8])([Cl:9])[Cl:10])[O:11][N:30]=3)[N:18]=2)[CH:23]=[CH:24][CH:25]=[CH:26][CH:27]=1. The yield is 0.950. (7) The reactants are Cl[C:2]1[NH:7][C:6]([NH2:21])([NH:8][CH:9]([C:11]2[CH:20]=[CH:19][C:18]3[C:13](=[CH:14][CH:15]=[CH:16][CH:17]=3)[CH:12]=2)[CH3:10])[N:5]=[CH:4][N:3]=1.C(O[C:27](=[O:45])[CH:28]([NH:37][C:38]([O:40][C:41]([CH3:44])([CH3:43])[CH3:42])=[O:39])[CH2:29][C:30]1[CH:35]=[CH:34][C:33]([OH:36])=[CH:32][CH:31]=1)(C)(C)C.[C:46](=O)([O-])[O-].[K+].[K+].[CH:52]([OH:55])([CH3:54])[CH3:53]. No catalyst specified. The product is [C:52]([O:55][C:27](=[O:45])[CH:28]([NH:37][C:38]([O:40][C:41]([CH3:42])([CH3:43])[CH3:44])=[O:39])[CH2:29][C:30]1[CH:31]=[CH:32][C:33]([O:36][C:4]2[N:3]=[C:2]([NH2:7])[N:21]=[C:6]([NH:8][CH:9]([C:11]3[CH:20]=[CH:19][C:18]4[C:13](=[CH:14][CH:15]=[CH:16][CH:17]=4)[CH:12]=3)[CH3:10])[N:5]=2)=[CH:34][CH:35]=1)([CH3:46])([CH3:54])[CH3:53]. The yield is 0.280. (8) The reactants are [OH:1][CH:2]([C:5]1[CH:6]=[C:7]([C:17]([NH:19][CH2:20][C:21]2[C:22](=[O:29])[NH:23][C:24]([CH3:28])=[CH:25][C:26]=2[CH3:27])=[O:18])[C:8]2[CH:13]=[N:12][N:11]([CH:14]([CH3:16])[CH3:15])[C:9]=2[N:10]=1)CO. The catalyst is C1COCC1.O. The product is [CH3:27][C:26]1[CH:25]=[C:24]([CH3:28])[NH:23][C:22](=[O:29])[C:21]=1[CH2:20][NH:19][C:17]([C:7]1[C:8]2[CH:13]=[N:12][N:11]([CH:14]([CH3:16])[CH3:15])[C:9]=2[N:10]=[C:5]([CH:2]=[O:1])[CH:6]=1)=[O:18]. The yield is 0.848. (9) The product is [CH2:35]([O:34][C:32]([C:29]1([C:38]2[CH:39]=[CH:40][C:41]3[O:50][CH2:49][CH2:48][C:47]4[C:43](=[N:44][N:45]([C:51]5[N:52]([C:56]6[CH:61]=[CH:60][C:59]([F:62])=[CH:58][C:57]=6[F:63])[N:53]=[CH:54][N:55]=5)[CH:46]=4)[C:42]=3[CH:64]=2)[CH2:30][CH2:31][N:26]([C:19]([O:21][C:22]([CH3:25])([CH3:24])[CH3:23])=[O:20])[CH2:27][CH2:28]1)=[O:33])[CH3:36]. The catalyst is C1(C)C=CC=CC=1.C1CCCCC1.C(OCC)(=O)C. The reactants are C1(NC2CCCCC2)CCCCC1.C([Li])CCC.[C:19]([N:26]1[CH2:31][CH2:30][CH:29]([C:32]([O:34][CH2:35][CH3:36])=[O:33])[CH2:28][CH2:27]1)([O:21][C:22]([CH3:25])([CH3:24])[CH3:23])=[O:20].Br[C:38]1[CH:39]=[CH:40][C:41]2[O:50][CH2:49][CH2:48][C:47]3[C:43](=[N:44][N:45]([C:51]4[N:52]([C:56]5[CH:61]=[CH:60][C:59]([F:62])=[CH:58][C:57]=5[F:63])[N:53]=[CH:54][N:55]=4)[CH:46]=3)[C:42]=2[CH:64]=1.F[B-](F)(F)F.C([PH+](C(C)(C)C)C(C)(C)C)(C)(C)C. The yield is 0.290. (10) The reactants are [F:1][CH2:2][CH2:3][OH:4].C(N(CC)CC)C.[O:12](S(C(F)(F)F)(=O)=O)[S:13]([C:16]([F:19])([F:18])[F:17])(=O)=[O:14].O. The catalyst is ClCCl. The product is [F:17][C:16]([F:19])([F:18])[S:13]([O:4][CH2:3][CH2:2][F:1])(=[O:14])=[O:12]. The yield is 0.820.